Dataset: Forward reaction prediction with 1.9M reactions from USPTO patents (1976-2016). Task: Predict the product of the given reaction. (1) Given the reactants [CH2:1]([CH:3]1[CH2:12][C:11]2[C:6](=[CH:7][C:8]([O:15][CH3:16])=[C:9]([O:13][CH3:14])[CH:10]=2)[CH:5]=[N:4]1)[CH3:2].Cl.O1CCOCC1.CN([CH:27]=[C:28]([C:34](=[O:36])[CH3:35])[C:29]([O:31]CC)=[O:30])C, predict the reaction product. The product is: [CH2:1]([CH:3]1[N:4]2[C:5](=[CH:35][C:34](=[O:36])[C:28]([C:29]([OH:31])=[O:30])=[CH:27]2)[C:6]2[CH:7]=[C:8]([O:15][CH3:16])[C:9]([O:13][CH3:14])=[CH:10][C:11]=2[CH2:12]1)[CH3:2]. (2) Given the reactants Cl[CH2:2][C:3]([NH:5][C:6]1[CH:11]=[CH:10][C:9]([CH:12]([CH3:18])[C:13]([O:15][CH2:16][CH3:17])=[O:14])=[CH:8][C:7]=1[OH:19])=[O:4].C(=O)([O-])[O-].[K+].[K+], predict the reaction product. The product is: [O:4]=[C:3]1[CH2:2][O:19][C:7]2[CH:8]=[C:9]([CH:12]([CH3:18])[C:13]([O:15][CH2:16][CH3:17])=[O:14])[CH:10]=[CH:11][C:6]=2[NH:5]1. (3) Given the reactants [NH:1]([C:3](=[O:15])[C:4]([N:6]([CH3:14])[CH2:7][C:8]1[CH:13]=[CH:12][N:11]=[CH:10][CH:9]=1)=[O:5])[NH2:2].[F:16][C:17]1[CH:22]=[CH:21][C:20]([N:23]=[C:24]=[S:25])=[CH:19][CH:18]=1, predict the reaction product. The product is: [F:16][C:17]1[CH:22]=[CH:21][C:20]([NH:23][C:24]([NH:2][NH:1][C:3](=[O:15])[C:4]([N:6]([CH3:14])[CH2:7][C:8]2[CH:9]=[CH:10][N:11]=[CH:12][CH:13]=2)=[O:5])=[S:25])=[CH:19][CH:18]=1. (4) Given the reactants O.[OH-].[Li+].C[O:5][C:6](=[O:19])[CH2:7][CH2:8][C:9]1[CH:10]=[N:11][C:12]([C:15]([F:18])([F:17])[F:16])=[CH:13][CH:14]=1.C(Cl)Cl.Cl, predict the reaction product. The product is: [F:17][C:15]([F:16])([F:18])[C:12]1[N:11]=[CH:10][C:9]([CH2:8][CH2:7][C:6]([OH:19])=[O:5])=[CH:14][CH:13]=1. (5) Given the reactants [CH2:1]([NH:3][C:4]([NH:6][C:7]1[N:12]=[CH:11][C:10]([C:13]2[CH:14]=[N:15][CH:16]=[C:17]([C:19]([NH:21][NH:22][C:23](=[O:27])[C@@H:24]([OH:26])[CH3:25])=[O:20])[CH:18]=2)=[C:9]([C:28]2[S:29][CH:30]=[C:31]([C:33]([F:36])([F:35])[F:34])[N:32]=2)[CH:8]=1)=[O:5])[CH3:2].N1C(C)=CC=CC=1C.FC(F)(F)S(O[Si:51]([CH2:56][CH3:57])([CH2:54][CH3:55])[CH2:52][CH3:53])(=O)=O, predict the reaction product. The product is: [CH2:1]([NH:3][C:4]([NH:6][C:7]1[N:12]=[CH:11][C:10]([C:13]2[CH:14]=[N:15][CH:16]=[C:17]([C:19]([NH:21][NH:22][C:23](=[O:27])[C@@H:24]([O:26][Si:51]([CH2:56][CH3:57])([CH2:54][CH3:55])[CH2:52][CH3:53])[CH3:25])=[O:20])[CH:18]=2)=[C:9]([C:28]2[S:29][CH:30]=[C:31]([C:33]([F:35])([F:34])[F:36])[N:32]=2)[CH:8]=1)=[O:5])[CH3:2]. (6) Given the reactants [P:1]([Cl:4])(Cl)[Cl:2].[CH:5]1([CH3:15])[CH2:10][CH2:9][CH:8]([CH:11]([CH3:13])[CH3:12])[CH:7]([OH:14])[CH2:6]1, predict the reaction product. The product is: [Cl:2][P:1]([Cl:4])[O:14][C@@H:7]1[CH2:6][C@H:5]([CH3:15])[CH2:10][CH2:9][C@H:8]1[CH:11]([CH3:13])[CH3:12].